From a dataset of Full USPTO retrosynthesis dataset with 1.9M reactions from patents (1976-2016). Predict the reactants needed to synthesize the given product. (1) Given the product [Cl:1][C:2]1[C:7]([CH3:8])=[C:6]([C:9]2[CH:10]=[N:11][N:12]([CH:14]([O:16][CH2:17][CH3:18])[CH3:15])[CH:13]=2)[C:5]([C:19]2[CH:24]=[C:23]([F:25])[CH:22]=[C:21]([F:26])[CH:20]=2)=[C:4]([CH:27]([NH2:36])[CH3:28])[CH:3]=1, predict the reactants needed to synthesize it. The reactants are: [Cl:1][C:2]1[C:7]([CH3:8])=[C:6]([C:9]2[CH:10]=[N:11][N:12]([CH:14]([O:16][CH2:17][CH3:18])[CH3:15])[CH:13]=2)[C:5]([C:19]2[CH:24]=[C:23]([F:25])[CH:22]=[C:21]([F:26])[CH:20]=2)=[C:4]([C:27](=O)[CH3:28])[CH:3]=1.C([O-])(=O)C.[NH4+].C([BH3-])#[N:36].[Na+].O1CCCC1. (2) Given the product [O:20]1[CH:24]=[CH:23][CH:22]=[C:21]1[C:25]([NH:27][NH:28][C:46](=[O:47])[C:43]1[CH:42]=[CH:41][C:40]([CH:39]([S:36]([C:33]2[CH:34]=[CH:35][C:30]([Cl:29])=[CH:31][CH:32]=2)(=[O:37])=[O:38])[C:49]2[CH:54]=[C:53]([F:55])[CH:52]=[CH:51][C:50]=2[F:56])=[N:45][CH:44]=1)=[O:26], predict the reactants needed to synthesize it. The reactants are: C(N(CC)CC)C.Cl.C(N=C=NCCCN(C)C)C.[O:20]1[CH:24]=[CH:23][CH:22]=[C:21]1[C:25]([NH:27][NH2:28])=[O:26].[Cl:29][C:30]1[CH:35]=[CH:34][C:33]([S:36]([CH:39]([C:49]2[CH:54]=[C:53]([F:55])[CH:52]=[CH:51][C:50]=2[F:56])[C:40]2[N:45]=[CH:44][C:43]([C:46](O)=[O:47])=[CH:42][CH:41]=2)(=[O:38])=[O:37])=[CH:32][CH:31]=1. (3) Given the product [CH3:1][O:2][C:3]1[CH:8]=[C:7]([NH2:9])[CH:6]=[C:5]([C:12]2[CH:17]=[CH:16][CH:15]=[CH:14][CH:13]=2)[CH:4]=1, predict the reactants needed to synthesize it. The reactants are: [CH3:1][O:2][C:3]1[CH:4]=[C:5]([C:12]2[CH:17]=[CH:16][CH:15]=[CH:14][CH:13]=2)[CH:6]=[C:7]([N+:9]([O-])=O)[CH:8]=1. (4) Given the product [NH2:15][C:14]([C:8]1([NH:7][C:6](=[O:18])[O:5][C:1]([CH3:4])([CH3:3])[CH3:2])[CH2:13][CH2:12][O:11][CH2:10][CH2:9]1)=[O:20], predict the reactants needed to synthesize it. The reactants are: [C:1]([O:5][C:6](=[O:18])[NH:7][C:8]1([C:14](N)=[N:15]O)[CH2:13][CH2:12][O:11][CH2:10][CH2:9]1)([CH3:4])([CH3:3])[CH3:2].C[O:20]C(C#CC(OC)=O)=O. (5) Given the product [CH2:30]([O:14][C:13]1[C:8]([F:7])=[C:9]([CH2:15][NH:16][C:17]([C:19]2[CH:20]=[C:21]3[C:26](=[CH:27][CH:28]=2)[N:25]=[CH:24][CH:23]=[CH:22]3)=[O:18])[CH:10]=[CH:11][CH:12]=1)[CH2:31][CH2:32][CH3:33], predict the reactants needed to synthesize it. The reactants are: C(=O)([O-])[O-].[Cs+].[Cs+].[F:7][C:8]1[C:13]([OH:14])=[CH:12][CH:11]=[CH:10][C:9]=1[CH2:15][NH:16][C:17]([C:19]1[CH:20]=[C:21]2[C:26](=[CH:27][CH:28]=1)[N:25]=[CH:24][CH:23]=[CH:22]2)=[O:18].I[CH2:30][CH2:31][CH2:32][CH3:33].CN(C=O)C. (6) Given the product [NH2:27][C:14]([C:11]1([CH:17]([CH3:19])[CH3:18])[CH2:12][CH2:13][N:8]([C:6]([O:5][C:1]([CH3:4])([CH3:3])[CH3:2])=[O:7])[CH2:9][CH2:10]1)=[O:15], predict the reactants needed to synthesize it. The reactants are: [C:1]([O:5][C:6]([N:8]1[CH2:13][CH2:12][C:11]([CH:17]([CH3:19])[CH3:18])([C:14](O)=[O:15])[CH2:10][CH2:9]1)=[O:7])([CH3:4])([CH3:3])[CH3:2].C(Cl)(=O)C(Cl)=O.C[N:27](C)C=O.[OH-].[NH4+]. (7) Given the product [CH2:1]([C:5]1[CH:6]=[CH:7][C:8]([CH2:11][CH2:12][CH2:13][N:14]2[C:18]([CH3:19])=[CH:17][CH:16]=[C:15]2[C:20]2[CH:25]=[CH:24][C:23]([O:26][C@H:28]([CH2:34][C:35]3[CH:36]=[CH:37][CH:38]=[CH:39][CH:40]=3)[C:29]([O:31][CH2:32][CH3:33])=[O:30])=[CH:22][CH:21]=2)=[CH:9][CH:10]=1)[CH2:2][CH2:3][CH3:4], predict the reactants needed to synthesize it. The reactants are: [CH2:1]([C:5]1[CH:10]=[CH:9][C:8]([CH2:11][CH2:12][CH2:13][N:14]2[C:18]([CH3:19])=[CH:17][CH:16]=[C:15]2[C:20]2[CH:25]=[CH:24][C:23]([OH:26])=[CH:22][CH:21]=2)=[CH:7][CH:6]=1)[CH2:2][CH2:3][CH3:4].O[C@@H:28]([CH2:34][C:35]1[CH:40]=[CH:39][CH:38]=[CH:37][CH:36]=1)[C:29]([O:31][CH2:32][CH3:33])=[O:30].C1(P(C2C=CC=CC=2)C2C=CC=CC=2)C=CC=CC=1.N(C(OCC)=O)=NC(OCC)=O. (8) Given the product [C:12]1([S:9]([N:5]2[CH:6]=[C:7]([F:8])[C:2]([NH:1][C:28]([NH:27][C:21]3[CH:26]=[CH:25][CH:24]=[CH:23][CH:22]=3)=[S:29])=[N:3][C:4]2=[O:18])(=[O:10])=[O:11])[CH:17]=[CH:16][CH:15]=[CH:14][CH:13]=1, predict the reactants needed to synthesize it. The reactants are: [NH2:1][C:2]1[C:7]([F:8])=[CH:6][N:5]([S:9]([C:12]2[CH:17]=[CH:16][CH:15]=[CH:14][CH:13]=2)(=[O:11])=[O:10])[C:4](=[O:18])[N:3]=1.[H-].[Na+].[C:21]1([N:27]=[C:28]=[S:29])[CH:26]=[CH:25][CH:24]=[CH:23][CH:22]=1. (9) The reactants are: [C:1]([N:4]1[C:13]2[C:8](=[CH:9][C:10]([C:14]#[N:15])=[CH:11][CH:12]=2)[C@H:7]([NH2:16])[C@@H:6]([CH3:17])[C@@H:5]1[CH:18]1[CH2:20][CH2:19]1)(=[O:3])[CH3:2].[Si:21]([O:28][CH2:29][C:30]1[C:31](Cl)=[N:32][C:33]([CH3:36])=[CH:34][CH:35]=1)([C:24]([CH3:27])([CH3:26])[CH3:25])([CH3:23])[CH3:22].CC(C)([O-])C.[Na+].CN(C1C(C2C(P(C3CCCCC3)C3CCCCC3)=CC=CC=2)=CC=CC=1)C. Given the product [C:1]([N:4]1[C:13]2[C:8](=[CH:9][C:10]([C:14]#[N:15])=[CH:11][CH:12]=2)[C@H:7]([NH:16][C:31]2[C:30]([CH2:29][O:28][Si:21]([C:24]([CH3:26])([CH3:25])[CH3:27])([CH3:22])[CH3:23])=[CH:35][CH:34]=[C:33]([CH3:36])[N:32]=2)[C@@H:6]([CH3:17])[C@@H:5]1[CH:18]1[CH2:20][CH2:19]1)(=[O:3])[CH3:2], predict the reactants needed to synthesize it.